This data is from Experimentally validated miRNA-target interactions with 360,000+ pairs, plus equal number of negative samples. The task is: Binary Classification. Given a miRNA mature sequence and a target amino acid sequence, predict their likelihood of interaction. (1) The miRNA is hsa-miR-6847-5p with sequence ACAGAGGACAGUGGAGUGUGAGC. The protein sequence of the target gene is MIYKCPMCREFFSERADLFMHQKIHTAEKPHKCDKCDKGFFHISELHIHWRDHTGEKVYKCDDCVKDFSTTTKLNRHKKIHTVEKPYKCYECGKAFNWSSHLQIHMRVHTGEKPYVCSECGRGFSNSSNLCMHQRVHTGEKPFKCEECGKAFRHTSSLCMHQRVHTGEKPYKCYECGKAFSQSSSLCIHQRVHTGEKPYRCCGCGKAFSQSSSLCIHQRVHTGEKPFKCDECGKAFSQSTSLCIHQRVHTKERNHLKISVI. Result: 0 (no interaction). (2) The protein sequence of the target gene is MSRELHDVDLAEVKPLVEKGESITGLLQEFDVQEQDIETLHGSLHVTLCGTPKGNRPVILTYHDIGMNHKTCYNPLFNSEDMQEITQHFAVCHVDAPGQQDGAPSFPVGYMYPSMDQLAEMLPGVLHQFGLKSVIGMGTGAGAYILTRFALNNPEMVEGLVLMNVNPCAEGWMDWAASKISGWTQALPDMVVSHLFGKEEIHNNVEVVHTYRQHILNDMNPSNLHLFISAYNSRRDLEIERPMPGTHTVTLQCPALLVVGDNSPAVDAVVECNSKLDPTKTTLLKMADCGGLPQISQPAK.... Result: 1 (interaction). The miRNA is mmu-miR-3074-5p with sequence GUUCCUGCUGAACUGAGCCAGU. (3) The miRNA is hsa-miR-548aj-3p with sequence UAAAAACUGCAAUUACUUUUA. The protein sequence of the target gene is MASTSRLDALPRVTCPNHPDAILVEDYRAGDMICPECGLVVGDRVIDVGSEWRTFSNDKATKDPSRVGDSQNPLLSDGDLSTMIGKGTGAASFDEFGNSKYQNRRTMSSSDRAMMNAFKEITTMADRINLPRNIVDRTNNLFKQVYEQKSLKGRANDAIASACLYIACRQEGVPRTFKEICAVSRISKKEIGRCFKLILKALETSVDLITTGDFMSRFCSNLCLPKQVQMAATHIARKAVELDLVPGRSPISVAAAAIYMASQASAEKRTQKEIGDIAGVADVTIRQSYRLIYPRAPDLF.... Result: 1 (interaction). (4) Result: 0 (no interaction). The protein sequence of the target gene is MSKAGGCRGCGCRVPQRASWSLVAATAALCLVLATSVCTAGAAPMSREEKQKLGNQVLEMFDHAYGNYMEHAYPADELMPLTCRGRVRGQEPSRGDVDDALGKFSLTLIDSLDTLVVLNKTKEFEDAVRKVLRDVNLDNDVVVSVFETNIRVLGGLLGGHSLAIMLKEKGEHMQWYNDELLHMAKQLGYKLLPAFNTTSGLPYPRINLKFGIRKPEARTGTETDTCTACAGTLILEFAALSRFTGATIFEEYARKALDFLWEKRQRSSNLVGVTINIHTGDWVRKDSGVGAGIDSYYEYL.... The miRNA is hsa-miR-548y with sequence AAAAGUAAUCACUGUUUUUGCC.